This data is from Experimentally validated miRNA-target interactions with 360,000+ pairs, plus equal number of negative samples. The task is: Binary Classification. Given a miRNA mature sequence and a target amino acid sequence, predict their likelihood of interaction. (1) The miRNA is hsa-miR-1290 with sequence UGGAUUUUUGGAUCAGGGA. The protein sequence of the target gene is MAGPGPGDQDEHYDFLFKLVLVGDASVGKTCVVQRFKTGAFSARQGSTIGVDFTMKTLEIQGKRVKLQIWDTAGQERFRTITQSYYRSANGAILAYDISKRSTFLSVPHWIEDVRKYAGSNIVQLLIGNKSDLADFREVPLAEAQSLAEHYDILCAIETSAKDSSNVEEAFTRVATELIMRHGGPMFSEKNTDHIQLDSKDIAESWGCGC. Result: 0 (no interaction). (2) The miRNA is hsa-miR-4766-5p with sequence UCUGAAAGAGCAGUUGGUGUU. The protein sequence of the target gene is MWPNSILVLMTLLISSTLVTGGGVKGEEKRVCPPDYVRCIRQDDPQCYSDNDCGDQEICCFWQCGFKCVLPVKDNSEEQIPQSKV. Result: 0 (no interaction). (3) The miRNA is cel-miR-271 with sequence UCGCCGGGUGGAAAGCAUUC. The protein sequence of the target gene is MDLAAAAEPGAGSQHLEVRDEVAEKCQKLFLDFLEEFQSSDGEIKYLQLAEELIRPERNTLVVSFVDLEQFNQQLSTTIQEEFYRVYPYLCRALKTFVKDRKEIPLAKDFYVAFQDLPTRHKIRELTSSRIGLLTRISGQVVRTHPVHPELVSGTFLCLDCQTVIRDVEQQFKYTQPNICRNPVCANRRRFLLDTNKSRFVDFQKVRIQETQAELPRGSIPRSLEVILRAEAVESAQAGDKCDFTGTLIVVPDVSKLSTPGARAETNSRVSGVDGYETEGIRGLRALGVRDLSYRLVFLA.... Result: 0 (no interaction). (4) The miRNA is mmu-miR-1199-5p with sequence UCUGAGUCCCGGUCGCGCGG. The protein sequence of the target gene is MEVKRLKVTELRSELQRRGLDSRGLKMDLAQRLQEALDAEMLEDEAGVGGAGPGGACKAEPRPVAASGGGPGGDEEEEDDDEEEDEEALLEDEDEEPPPAQALGQAAQPPPEPPETSAMEAESEASDTPAEATAGSGGVNGGEEHDNGKGEEDGPEERSGDETPGSEAPGDKAVEEQGDDQDSEKSKPAGSDGERRGVKRQRDEKDEHGRAYYEFREEAYHSRSKSPPPPEEEAKDEEEDQTLVNLDTYTSDLHFQISKDRYGGQPLFSEKFPTLWSGARSTYGVTKGKVCFEAKVTQNL.... Result: 0 (no interaction). (5) The miRNA is hsa-miR-3529-3p with sequence AACAACAAAAUCACUAGUCUUCCA. The protein sequence of the target gene is MNPFWSMSTSSVRKRSEGEEKTLTGDVKTSPPRTAPKKQLPSIPKNALPITKPTSPAPAAQSTNGTHASYGPFYLEYSLLAEFTLVVKQKLPGVYVQPSYRSALMWFGVIFIRHGLYQDGVFKFTVYIPDNYPDGDCPRLVFDIPVFHPLVDPTSGELDVKRAFAKWRRNHNHIWQVLMYARRVFYKIDTASPLNPEAAVLYEKDIQLFKSKVVDSVKVCTARLFDQPKIEDPYAISFSPWNPSVHDEAREKMLTQKKPEEQHNKSVHVAGLSWVKPGSVQPFSKEEKTVAT. Result: 0 (no interaction).